Predict the reaction yield, written as a fraction of the theoretical maximum amount of product (1.0 means a 100% yield; for example, 0.34 means a 34% yield). From a dataset of Reaction yield outcomes from USPTO patents with 853,638 reactions. The reactants are [N+:1]([C:4]1[CH:12]=[CH:11][C:7]([C:8](Cl)=[O:9])=[CH:6][CH:5]=1)([O-:3])=[O:2].[OH:13][C@H:14]1[C:18]2[N:19]=[CH:20][N:21]=[C:22]([N:23]3[CH2:28][CH2:27][N:26]([C:29]([O:31][C:32]([CH3:35])([CH3:34])[CH3:33])=[O:30])[CH2:25][CH2:24]3)[C:17]=2[C@H:16]([CH3:36])[CH2:15]1.C(N(CC)CC)C.C([O-])(O)=O.[Na+]. The catalyst is C(Cl)Cl. The product is [CH3:36][C@H:16]1[C:17]2[C:22]([N:23]3[CH2:28][CH2:27][N:26]([C:29]([O:31][C:32]([CH3:35])([CH3:34])[CH3:33])=[O:30])[CH2:25][CH2:24]3)=[N:21][CH:20]=[N:19][C:18]=2[C@H:14]([O:13][C:8](=[O:9])[C:7]2[CH:6]=[CH:5][C:4]([N+:1]([O-:3])=[O:2])=[CH:12][CH:11]=2)[CH2:15]1. The yield is 0.845.